This data is from Reaction yield outcomes from USPTO patents with 853,638 reactions. The task is: Predict the reaction yield, written as a fraction of the theoretical maximum amount of product (1.0 means a 100% yield; for example, 0.34 means a 34% yield). The reactants are [Si:1]([O:8][CH2:9][C:10]1[N:14]([CH2:15][C:16]([C:18]2[CH:23]=[CH:22][C:21]([Cl:24])=[CH:20][CH:19]=2)=O)[C:13]([C:25](O)=[O:26])=[CH:12][CH:11]=1)([C:4]([CH3:7])([CH3:6])[CH3:5])([CH3:3])[CH3:2].[CH2:28]([NH2:31])[CH2:29][NH2:30].C(Cl)Cl.O. The catalyst is ClCCCl. The product is [Si:1]([O:8][CH2:9][C:10]1[N:14]2[CH2:15][C:16]3([C:18]4[CH:23]=[CH:22][C:21]([Cl:24])=[CH:20][CH:19]=4)[NH:31][CH2:28][CH2:29][N:30]3[C:25](=[O:26])[C:13]2=[CH:12][CH:11]=1)([C:4]([CH3:6])([CH3:5])[CH3:7])([CH3:2])[CH3:3]. The yield is 0.420.